From a dataset of Forward reaction prediction with 1.9M reactions from USPTO patents (1976-2016). Predict the product of the given reaction. (1) Given the reactants [F:1][C:2]([F:16])([F:15])[C:3]([C:5]1[CH:10]=[CH:9][CH:8]=[C:7]([C:11]([F:14])([F:13])[F:12])[CH:6]=1)=[O:4].S(=O)(=O)(O)O.[I:22]I, predict the reaction product. The product is: [F:1][C:2]([F:15])([F:16])[C:3]([C:5]1[CH:6]=[C:7]([C:11]([F:12])([F:13])[F:14])[CH:8]=[C:9]([I:22])[CH:10]=1)=[O:4]. (2) Given the reactants [Br:1][C:2]1[CH:3]=[C:4]([C:12](N(OC)C)=[O:13])[C:5]2[C:10]([CH:11]=1)=[CH:9][CH:8]=[CH:7][CH:6]=2.C1(C)C=CC=CC=1.[H-].C([Al+]CC(C)C)C(C)C.Cl, predict the reaction product. The product is: [Br:1][C:2]1[CH:3]=[C:4]([CH:12]=[O:13])[C:5]2[C:10]([CH:11]=1)=[CH:9][CH:8]=[CH:7][CH:6]=2. (3) The product is: [CH3:5][N:4]([CH3:6])[C:3]1[N:15]2[C:16](=[O:22])[C:17]3[NH:18][CH:19]=[N:20][C:21]=3[N:13]([CH2:8][CH2:9][CH2:10][CH2:11][CH3:12])[C:14]2=[N:23][N:24]=1. Given the reactants [Cl-].Cl[C:3](Cl)=[N+:4]([CH3:6])[CH3:5].[CH2:8]([N:13]1[C:21]2[N:20]=[CH:19][NH:18][C:17]=2[C:16](=[O:22])[NH:15]/[C:14]/1=[N:23]/[NH2:24])[CH2:9][CH2:10][CH2:11][CH3:12], predict the reaction product. (4) Given the reactants [C:1]1([N:7]=[C:8]=[O:9])[CH:6]=[CH:5][CH:4]=[CH:3][CH:2]=1.C[O:11][C:12](=O)[C:13]1[CH:18]=[CH:17][CH:16]=[N:15][C:14]=1[NH2:19], predict the reaction product. The product is: [C:1]1([N:7]2[C:12](=[O:11])[C:13]3[CH:18]=[CH:17][CH:16]=[N:15][C:14]=3[NH:19][C:8]2=[O:9])[CH:6]=[CH:5][CH:4]=[CH:3][CH:2]=1. (5) Given the reactants [CH:1]1([O:5][C:6]2[N:14]=[C:13]3[C:9]([N:10]=[C:11]([O:21][CH3:22])[N:12]3[CH:15]3[CH2:20][CH2:19][CH2:18][CH2:17][O:16]3)=[C:8]([NH2:23])[N:7]=2)[CH2:4][CH2:3][CH2:2]1.BrC1N(C2CCCCO2)[C:27]2[C:32](N=1)=C(N)N=C(OC1CCCCC1)N=2, predict the reaction product. The product is: [CH:1]1([O:5][C:6]2[N:14]=[C:13]3[C:9]([N:10]=[C:11]([O:21][CH3:22])[N:12]3[CH:15]3[CH2:20][CH2:19][CH2:18][CH2:17][O:16]3)=[C:8]([NH2:23])[N:7]=2)[CH2:4][CH2:32][CH2:27][CH2:3][CH2:2]1. (6) Given the reactants [O:1]1[C:5]([C:6]2[CH:11]=[CH:10][N:9]=[C:8]([NH2:12])[CH:7]=2)=[CH:4][N:3]=[CH:2]1.N1C=CC=CC=1.Cl[C:20]([O:22][C:23]1[CH:28]=[CH:27][CH:26]=[CH:25][CH:24]=1)=[O:21].O, predict the reaction product. The product is: [O:1]1[C:5]([C:6]2[CH:11]=[CH:10][N:9]=[C:8]([NH:12][C:20](=[O:21])[O:22][C:23]3[CH:28]=[CH:27][CH:26]=[CH:25][CH:24]=3)[CH:7]=2)=[CH:4][N:3]=[CH:2]1. (7) Given the reactants [Cl:1][C:2]1[CH:7]=[CH:6][C:5]([S:8][CH2:9][C:10]2[N:15]=[CH:14][NH:13][C:12](=[O:16])[CH:11]=2)=[CH:4][CH:3]=1.Br[C:18]1[CH:30]=[CH:29][C:21]([O:22][CH2:23][CH:24]([CH:26]2[CH2:28][CH2:27]2)[OH:25])=[C:20]([O:31][CH3:32])[CH:19]=1, predict the reaction product. The product is: [Cl:1][C:2]1[CH:7]=[CH:6][C:5]([S:8][CH2:9][C:10]2[N:15]=[CH:14][N:13]([C:18]3[CH:30]=[CH:29][C:21]([O:22][CH2:23][CH:24]([CH:26]4[CH2:27][CH2:28]4)[OH:25])=[C:20]([O:31][CH3:32])[CH:19]=3)[C:12](=[O:16])[CH:11]=2)=[CH:4][CH:3]=1.